Dataset: Peptide-MHC class II binding affinity with 134,281 pairs from IEDB. Task: Regression. Given a peptide amino acid sequence and an MHC pseudo amino acid sequence, predict their binding affinity value. This is MHC class II binding data. (1) The peptide sequence is PEREVLVWKFDSRLAFHH. The MHC is DRB1_0701 with pseudo-sequence DRB1_0701. The binding affinity (normalized) is 0.468. (2) The peptide sequence is YGFVANFSMELPSFG. The MHC is DRB1_0405 with pseudo-sequence DRB1_0405. The binding affinity (normalized) is 0.406. (3) The peptide sequence is SDYVYQPFPKTVWEQ. The MHC is DRB1_0701 with pseudo-sequence DRB1_0701. The binding affinity (normalized) is 0.335. (4) The MHC is DRB1_0401 with pseudo-sequence DRB1_0401. The peptide sequence is LVTMPIGYVTHGFNL. The binding affinity (normalized) is 0.388. (5) The peptide sequence is VERSKAYSNCYPYDV. The MHC is DRB1_1101 with pseudo-sequence DRB1_1101. The binding affinity (normalized) is 0.191. (6) The peptide sequence is TGGNSPVQEFTVPRT. The MHC is HLA-DPA10201-DPB10101 with pseudo-sequence HLA-DPA10201-DPB10101. The binding affinity (normalized) is 0.0737. (7) The peptide sequence is EIESCRKNSCECNFE. The MHC is DRB1_1501 with pseudo-sequence DRB1_1501. The binding affinity (normalized) is 0. (8) The peptide sequence is PETEKAEEVEKIEKT. The MHC is DRB1_0401 with pseudo-sequence DRB1_0401. The binding affinity (normalized) is 0.161. (9) The peptide sequence is ARRRLRTLVLAPTRV. The MHC is HLA-DQA10201-DQB10303 with pseudo-sequence HLA-DQA10201-DQB10303. The binding affinity (normalized) is 0.631. (10) The peptide sequence is PSNVASHVRVNVYLS. The MHC is DRB1_0405 with pseudo-sequence DRB1_0405. The binding affinity (normalized) is 0.272.